This data is from CYP2C19 inhibition data for predicting drug metabolism from PubChem BioAssay. The task is: Regression/Classification. Given a drug SMILES string, predict its absorption, distribution, metabolism, or excretion properties. Task type varies by dataset: regression for continuous measurements (e.g., permeability, clearance, half-life) or binary classification for categorical outcomes (e.g., BBB penetration, CYP inhibition). Dataset: cyp2c19_veith. (1) The result is 0 (non-inhibitor). The drug is Cc1ccc(S(=O)(=O)O)cc1.NC1(C(=O)OCc2ccccc2)CCCC1. (2) The compound is COCCCNC(=O)CCC(=O)Nc1ccc2nc(N3CCOCC3)cc(C)c2c1. The result is 0 (non-inhibitor). (3) The compound is COC(=O)CC[C@@H](C)[C@@H]1CC[C@@H]2[C@@H]3CC[C@H]4C[C@@H](O)CC[C@@]4(C)[C@@H]3CC[C@@]12C. The result is 0 (non-inhibitor). (4) The molecule is COc1ccc(CNc2ncncc2-c2ccccc2C)c(OC)c1. The result is 1 (inhibitor). (5) The compound is C[N+]1([O-])[C@H]2CC[C@@H]1CC(OC(=O)[C@@H](CO)c1ccccc1)C2. The result is 0 (non-inhibitor). (6) The molecule is N=c1c2cn[nH]c2ncn1Nc1ccccc1. The result is 1 (inhibitor). (7) The drug is Cc1ccccc1-c1cc(NCCN2CCOCC2)ncn1. The result is 0 (non-inhibitor). (8) The compound is O=C(c1cccc(C(F)(F)F)c1)N1CCC(O)(CS(=O)(=O)Cc2ccccc2)CC1. The result is 1 (inhibitor). (9) The compound is CCOC(=O)C[n+]1c(C)sc2ccc(OC)cc21.[Br-]. The result is 1 (inhibitor).